Dataset: Full USPTO retrosynthesis dataset with 1.9M reactions from patents (1976-2016). Task: Predict the reactants needed to synthesize the given product. (1) Given the product [Cl:1][C:2]1[CH:3]=[C:4]([CH:25]([C:24]2[CH:27]=[CH:28][CH:29]=[C:30]([O:31][CH3:32])[C:23]=2[O:22][CH3:21])[OH:26])[C:5]([NH:8][C:9](=[O:15])[O:10][C:11]([CH3:12])([CH3:14])[CH3:13])=[N:6][CH:7]=1, predict the reactants needed to synthesize it. The reactants are: [Cl:1][C:2]1[CH:3]=[CH:4][C:5]([NH:8][C:9](=[O:15])[O:10][C:11]([CH3:14])([CH3:13])[CH3:12])=[N:6][CH:7]=1.C([Li])(CC)C.[CH3:21][O:22][C:23]1[C:30]([O:31][CH3:32])=[CH:29][CH:28]=[CH:27][C:24]=1[CH:25]=[O:26].[Cl-].[NH4+]. (2) Given the product [CH3:1][N:2]1[S:3](=[O:5])(=[O:4])[NH:7][C:8]2[C:17]3[C:12](=[CH:13][CH:14]=[CH:15][N:16]=3)[CH:11]=[CH:10][C:9]=2[CH:18]1[C:20]1[CH:25]=[CH:24][CH:23]=[CH:22][CH:21]=1, predict the reactants needed to synthesize it. The reactants are: [CH3:1][NH:2][S:3](Cl)(=[O:5])=[O:4].[NH2:7][C:8]1[C:9]([CH:18]([C:20]2[CH:25]=[CH:24][CH:23]=[CH:22][CH:21]=2)O)=[CH:10][CH:11]=[C:12]2[C:17]=1[N:16]=[CH:15][CH:14]=[CH:13]2. (3) Given the product [CH3:1][C:2]1[CH:7]=[CH:6][CH:5]=[CH:4][C:3]=1[C:8]1[CH:9]=[C:10]([C:26]2[CH:31]=[CH:30][N:29]=[C:28]([NH:32][C:33](=[O:35])[CH3:34])[CH:27]=2)[NH:11][C:12]=1[C:13]1[NH:17][CH:16]=[N:15][N:14]=1, predict the reactants needed to synthesize it. The reactants are: [CH3:1][C:2]1[CH:7]=[CH:6][CH:5]=[CH:4][C:3]=1[C:8]1[CH:9]=[C:10]([C:26]2[CH:31]=[CH:30][N:29]=[C:28]([NH:32][C:33](=[O:35])[CH3:34])[CH:27]=2)[N:11](COCC[Si](C)(C)C)[C:12]=1[C:13]1[NH:17][CH:16]=[N:15][N:14]=1.C(O)(C(F)(F)F)=O.